Task: Predict the product of the given reaction.. Dataset: Forward reaction prediction with 1.9M reactions from USPTO patents (1976-2016) Given the reactants [I:1][C:2]1[CH:3]=[C:4]2[C:9](=[CH:10][CH:11]=1)[C:8](=[O:12])[NH:7][C:6](=[O:13])/[C:5]/2=[CH:14]/OC.[N:17]1([CH2:23][C:24]2[CH:29]=[CH:28][C:27]([NH2:30])=[CH:26][CH:25]=2)[CH2:22][CH2:21][CH2:20][CH2:19][CH2:18]1.C(OCC)C, predict the reaction product. The product is: [I:1][C:2]1[CH:3]=[C:4]2[C:9](=[CH:10][CH:11]=1)[C:8](=[O:12])[NH:7][C:6](=[O:13])/[C:5]/2=[CH:14]\[NH:30][C:27]1[CH:26]=[CH:25][C:24]([CH2:23][N:17]2[CH2:22][CH2:21][CH2:20][CH2:19][CH2:18]2)=[CH:29][CH:28]=1.